This data is from Forward reaction prediction with 1.9M reactions from USPTO patents (1976-2016). The task is: Predict the product of the given reaction. Given the reactants C([O:8][N:9]([CH2:12][C@@H:13]([CH2:17][CH2:18][CH2:19][CH3:20])[C:14](O)=[O:15])[CH:10]=[O:11])C1C=CC=CC=1.[NH2:21][C:22]1[CH:35]=[CH:34][C:25]2[NH:26][C:27]([C@@H:29]3[CH2:33][CH2:32][CH2:31][NH:30]3)=[N:28][C:24]=2[CH:23]=1, predict the reaction product. The product is: [NH2:21][C:22]1[CH:35]=[CH:34][C:25]2[NH:26][C:27]([C@@H:29]3[CH2:33][CH2:32][CH2:31][N:30]3[C:14]([C@H:13]([CH2:17][CH2:18][CH2:19][CH3:20])[CH2:12][N:9]([OH:8])[CH:10]=[O:11])=[O:15])=[N:28][C:24]=2[CH:23]=1.